Task: Predict which catalyst facilitates the given reaction.. Dataset: Catalyst prediction with 721,799 reactions and 888 catalyst types from USPTO Reactant: [CH2:1]([O:3][C:4]([C:6]1([CH2:9][NH:10][CH:11]2[CH2:16][CH2:15][CH2:14][CH2:13][CH2:12]2)[CH2:8][CH2:7]1)=[O:5])[CH3:2].C(=O)([O-])[O-].[K+].[K+].[Cl:23][C:24]1[N:29]=[C:28](Cl)[C:27]([N+:31]([O-:33])=[O:32])=[CH:26][N:25]=1. Product: [CH2:1]([O:3][C:4]([C:6]1([CH2:9][N:10]([C:26]2[C:27]([N+:31]([O-:33])=[O:32])=[CH:28][N:29]=[C:24]([Cl:23])[N:25]=2)[CH:11]2[CH2:16][CH2:15][CH2:14][CH2:13][CH2:12]2)[CH2:7][CH2:8]1)=[O:5])[CH3:2]. The catalyst class is: 21.